Dataset: Forward reaction prediction with 1.9M reactions from USPTO patents (1976-2016). Task: Predict the product of the given reaction. (1) Given the reactants [OH:1][CH2:2][CH2:3][C@@H:4]1[CH2:6][C@@H:5]1[CH:7]1[CH2:12][CH2:11][N:10]([C:13]([O:15][C:16]2([CH3:19])[CH2:18][CH2:17]2)=[O:14])[CH2:9][CH2:8]1.[F:20][C:21]1[CH:26]=[C:25](O)[CH:24]=[CH:23][C:22]=1[CH2:28][C:29]([O:31][CH3:32])=[O:30].N(C(OC(C)(C)C)=O)=NC(OC(C)(C)C)=O, predict the reaction product. The product is: [F:20][C:21]1[CH:26]=[C:25]([CH:24]=[CH:23][C:22]=1[CH2:28][C:29]([O:31][CH3:32])=[O:30])[O:1][CH2:2][CH2:3][C@@H:4]1[CH2:6][C@@H:5]1[CH:7]1[CH2:12][CH2:11][N:10]([C:13]([O:15][C:16]2([CH3:19])[CH2:18][CH2:17]2)=[O:14])[CH2:9][CH2:8]1. (2) Given the reactants [C:1]([C:3]1[C:4]([CH3:14])=[CH:5][C:6]([CH3:13])=[C:7]([CH:12]=1)[C:8]([O:10][CH3:11])=[O:9])#[N:2].[NH2:15][OH:16], predict the reaction product. The product is: [OH:16][N:15]=[C:1]([C:3]1[C:4]([CH3:14])=[CH:5][C:6]([CH3:13])=[C:7]([CH:12]=1)[C:8]([O:10][CH3:11])=[O:9])[NH2:2]. (3) Given the reactants [F:1][C:2]1[CH:26]=[CH:25][CH:24]=[C:23]([F:27])[C:3]=1[O:4][C:5]1[CH:6]=[N:7][N:8]([CH:12]([CH2:16][CH:17]2[CH2:22][CH2:21][O:20][CH2:19][CH2:18]2)[C:13](O)=[O:14])[C:9](=[O:11])[CH:10]=1.[NH2:28][C:29]1[CH:33]=[CH:32][N:31]([CH2:34][C:35]([CH3:38])([OH:37])[CH3:36])[N:30]=1, predict the reaction product. The product is: [F:27][C:23]1[CH:24]=[CH:25][CH:26]=[C:2]([F:1])[C:3]=1[O:4][C:5]1[CH:6]=[N:7][N:8]([CH:12]([CH2:16][CH:17]2[CH2:22][CH2:21][O:20][CH2:19][CH2:18]2)[C:13]([NH:28][C:29]2[CH:33]=[CH:32][N:31]([CH2:34][C:35]([OH:37])([CH3:36])[CH3:38])[N:30]=2)=[O:14])[C:9](=[O:11])[CH:10]=1. (4) Given the reactants [CH3:1][CH:2]([Si:4]([CH:18]([CH3:20])[CH3:19])([CH:15]([CH3:17])[CH3:16])[O:5]C/C(/C)=C/C(OCC)=O)[CH3:3].[H-].[Al+3].[Li+].[H-].[H-].[H-].[CH2:27]1[CH2:31][O:30][CH2:29][CH2:28]1.C(C(C(C([O-])=O)O)O)([O-])=O.[Na+].[K+], predict the reaction product. The product is: [CH3:17][CH:15]([Si:4]([CH:18]([CH3:20])[CH3:19])([CH:2]([CH3:3])[CH3:1])[O:5]/[C:27](/[CH3:31])=[CH:28]/[CH2:29][OH:30])[CH3:16]. (5) Given the reactants C[O:2][C:3]1[CH:16]=[CH:15][C:14]2[C:13]3[CH:12]=[CH:11][CH:10]=[CH:9][C:8]=3[N:7]3[CH:17]=[CH:18][N:19]=[C:6]3[C:5]=2[CH:4]=1.B(Br)(Br)Br.[Cl-].[NH4+], predict the reaction product. The product is: [N:19]1[CH:18]=[CH:17][N:7]2[C:6]=1[C:5]1[CH:4]=[C:3]([OH:2])[CH:16]=[CH:15][C:14]=1[C:13]1[CH:12]=[CH:11][CH:10]=[CH:9][C:8]2=1.